Dataset: Full USPTO retrosynthesis dataset with 1.9M reactions from patents (1976-2016). Task: Predict the reactants needed to synthesize the given product. (1) Given the product [Cl:1][C:2]1[C:11]2[N:10]([CH3:12])[O:9][C@H:8]3[NH:13][C@H:14]([C:16]([O:18][C@@H:19]4[C@:28]5([OH:29])[C@@H:23]([C@@H:24]([CH:31]([CH3:41])[CH2:32][O:33][C:34]([NH:36][CH2:40][CH2:39][NH:38][C:37]6[C:53]7[C:48](=[CH:49][CH:50]=[CH:51][CH:52]=7)[CH:65]=[CH:64][CH:63]=6)=[O:35])[CH2:25][CH2:26][C@H:27]5[CH3:30])[CH:22]=[C:21]([CH3:42])[C@H:20]4[O:43][C:44](=[O:46])[CH3:45])=[O:17])[CH2:15][C@@:7]3([OH:47])[C:6]=2[CH:5]=[CH:4][CH:3]=1, predict the reactants needed to synthesize it. The reactants are: [Cl:1][C:2]1[C:11]2[N:10]([CH3:12])[O:9][C@H:8]3[NH:13][C@H:14]([C:16]([O:18][C@@H:19]4[C@:28]5([OH:29])[C@@H:23]([C@H:24]([CH:31]([CH3:41])[CH2:32][O:33][C:34]([N:36]6[CH:40]=[CH:39][N:38]=[CH:37]6)=[O:35])[CH2:25][CH2:26][C@H:27]5[CH3:30])[CH:22]=[C:21]([CH3:42])[C@H:20]4[O:43][C:44](=[O:46])[CH3:45])=[O:17])[CH2:15][C@@:7]3([OH:47])[C:6]=2[CH:5]=[CH:4][CH:3]=1.[C:48]1(N)[C:53](F)=[C:52](F)[C:51](F)=[C:50](N)[C:49]=1F.Cl.Cl.N1C=C[CH:65]=[CH:64][CH:63]=1. (2) Given the product [CH2:6]([O:5][C:1](=[O:4])[CH2:2][CH2:3][N:8]([C:18]([O:17][C:13]([CH3:16])([CH3:15])[CH3:14])=[O:19])[C@H:9]([CH3:10])[CH2:11][OH:12])[CH3:7], predict the reactants needed to synthesize it. The reactants are: [C:1]([O:5][CH2:6][CH3:7])(=[O:4])[CH:2]=[CH2:3].[NH2:8][C@@H:9]([CH2:11][OH:12])[CH3:10].[C:13]([O:17][C:18](O[C:18]([O:17][C:13]([CH3:16])([CH3:15])[CH3:14])=[O:19])=[O:19])([CH3:16])([CH3:15])[CH3:14].